From a dataset of Reaction yield outcomes from USPTO patents with 853,638 reactions. Predict the reaction yield, written as a fraction of the theoretical maximum amount of product (1.0 means a 100% yield; for example, 0.34 means a 34% yield). (1) The reactants are [C:1]([O:5][C:6]([NH:8][C:9]1[CH:14]=[CH:13][N:12]=[CH:11][C:10]=1[NH2:15])=[O:7])([CH3:4])([CH3:3])[CH3:2].N1C=CC=CC=1.[C:22](Cl)(=[O:31])[C:23]1[CH:28]=[CH:27][C:26]([O:29][CH3:30])=[CH:25][CH:24]=1.[OH-].[Na+]. The catalyst is C(Cl)Cl.C(OCC)(=O)C. The product is [C:1]([O:5][C:6]([NH:8][C:9]1[CH:14]=[CH:13][N:12]=[CH:11][C:10]=1[NH:15][C:22](=[O:31])[C:23]1[CH:28]=[CH:27][C:26]([O:29][CH3:30])=[CH:25][CH:24]=1)=[O:7])([CH3:4])([CH3:2])[CH3:3]. The yield is 0.600. (2) The reactants are [H-].[Na+].[C:3]([O:9]CC)(=O)[CH2:4][C:5]([CH3:7])=O.[Cl:12][C:13]1[N:22]=C(Cl)C2[C:15](=[CH:16][CH:17]=[CH:18][CH:19]=2)[N:14]=1.[NH4+:24].[OH-]. The catalyst is C1COCC1.CCO. The product is [Cl:12][C:13]1[N:22]=[C:5]([CH2:4][C:3]([NH2:24])=[O:9])[C:7]2[C:15](=[CH:16][CH:17]=[CH:18][CH:19]=2)[N:14]=1. The yield is 0.560. (3) The reactants are [C:1]([O:5][C:6](=[O:16])[CH2:7]/[N:8]=[CH:9]/[CH:10]1[CH2:15][CH2:14][CH2:13][CH2:12][CH2:11]1)([CH3:4])([CH3:3])[CH3:2].[Cl:17][C:18]1[CH:19]=[C:20](/[CH:24]=[C:25](/[C:28]2[CH:33]=[CH:32][C:31]([Cl:34])=[CH:30][CH:29]=2)\[C:26]#[N:27])[CH:21]=[CH:22][CH:23]=1.C(N(CC)CC)C. The catalyst is ClCCl. The product is [C:1]([O:5][C:6]([CH:7]1[CH:24]([C:20]2[CH:21]=[CH:22][CH:23]=[C:18]([Cl:17])[CH:19]=2)[C:25]([C:28]2[CH:29]=[CH:30][C:31]([Cl:34])=[CH:32][CH:33]=2)([C:26]#[N:27])[CH:9]([CH:10]2[CH2:11][CH2:12][CH2:13][CH2:14][CH2:15]2)[NH:8]1)=[O:16])([CH3:4])([CH3:2])[CH3:3]. The yield is 0.380.